This data is from Forward reaction prediction with 1.9M reactions from USPTO patents (1976-2016). The task is: Predict the product of the given reaction. (1) Given the reactants [F:1][C:2]([F:7])([F:6])[C:3]([OH:5])=[O:4].C(OC(=O)[NH:14][CH2:15][C:16]1[CH:21]=[CH:20][C:19]([Cl:22])=[CH:18][C:17]=1[CH2:23][NH:24][C:25]([C@@H:27]1[CH2:31][CH2:30][CH2:29][N:28]1[C:32]([C:34]1[N:39]=[CH:38][CH:37]=[CH:36][N:35]=1)=[O:33])=[O:26])(C)(C)C, predict the reaction product. The product is: [F:1][C:2]([F:7])([F:6])[C:3]([OH:5])=[O:4].[F:1][C:2]([F:7])([F:6])[C:3]([OH:5])=[O:4].[NH2:14][CH2:15][C:16]1[CH:21]=[CH:20][C:19]([Cl:22])=[CH:18][C:17]=1[CH2:23][NH:24][C:25]([C@@H:27]1[CH2:31][CH2:30][CH2:29][N:28]1[C:32]([C:34]1[N:39]=[CH:38][CH:37]=[CH:36][N:35]=1)=[O:33])=[O:26]. (2) Given the reactants Br[C:2]1[C:6]2[CH:7]=[N:8][C:9]([NH2:23])=[C:10]([O:11][C@@H:12]([C:14]3[C:19]([Cl:20])=[CH:18][CH:17]=[C:16]([F:21])[C:15]=3[Cl:22])[CH3:13])[C:5]=2[O:4][CH:3]=1.[CH3:24][N:25]1[CH:29]=[C:28](B2OC(C)(C)C(C)(C)O2)[CH:27]=[N:26]1.C(=O)([O-])[O-].[K+].[K+], predict the reaction product. The product is: [Cl:22][C:15]1[C:16]([F:21])=[CH:17][CH:18]=[C:19]([Cl:20])[C:14]=1[C@H:12]([O:11][C:10]1[C:5]2[O:4][CH:3]=[C:2]([C:28]3[CH:27]=[N:26][N:25]([CH3:24])[CH:29]=3)[C:6]=2[CH:7]=[N:8][C:9]=1[NH2:23])[CH3:13].